From a dataset of Forward reaction prediction with 1.9M reactions from USPTO patents (1976-2016). Predict the product of the given reaction. (1) Given the reactants [CH3:1][O:2][C:3]1[CH:8]=[C:7]([C:9]2[N:13]([CH3:14])[C:12](SC)=[N:11][N:10]=2)[CH:6]=[CH:5][N:4]=1.O[O:18][S:19]([O-:21])=O.[K+].S([O-])(O[O-])(=O)=O.[K+].[K+].[CH3:31]O, predict the reaction product. The product is: [CH3:31][S:19]([C:12]1[N:13]([CH3:14])[C:9]([C:7]2[CH:6]=[CH:5][N:4]=[C:3]([O:2][CH3:1])[CH:8]=2)=[N:10][N:11]=1)(=[O:21])=[O:18]. (2) Given the reactants [CH2:1]([SH:5])[CH:2]([CH3:4])[CH3:3].CC1C=CC(S(O[CH2:17][CH2:18][C@H:19]2[CH2:28][CH2:27][C:26]3[C:21](=[CH:22][CH:23]=[C:24]([C@H:29]4[CH2:38][CH2:37][C@@:31]5([NH:35]C(=O)[O:33][CH2:32]5)[CH2:30]4)[CH:25]=3)[CH2:20]2)(=O)=O)=CC=1.[OH-].[Na+], predict the reaction product. The product is: [NH2:35][C@:31]1([CH2:32][OH:33])[CH2:37][CH2:38][C@H:29]([C:24]2[CH:23]=[CH:22][C:21]3[CH2:20][C@@H:19]([CH2:18][CH2:17][S:5][CH2:1][CH:2]([CH3:4])[CH3:3])[CH2:28][CH2:27][C:26]=3[CH:25]=2)[CH2:30]1. (3) Given the reactants [NH:1]1[CH:5]=[CH:4][C:3]([C:6]2[CH:11]=[CH:10][C:9]([C@H:12]3[CH2:17][CH2:16][C@H:15]([CH2:18][C:19]([O:21]CC)=[O:20])[CH2:14][CH2:13]3)=[CH:8][CH:7]=2)=[N:2]1.[OH-].[Li+].Cl, predict the reaction product. The product is: [NH:1]1[CH:5]=[CH:4][C:3]([C:6]2[CH:7]=[CH:8][C:9]([C@H:12]3[CH2:13][CH2:14][C@H:15]([CH2:18][C:19]([OH:21])=[O:20])[CH2:16][CH2:17]3)=[CH:10][CH:11]=2)=[N:2]1. (4) The product is: [F:15][C:16]1[C:17]([C:32]2[N:33]=[C:34]([S:42]([CH3:43])=[O:9])[N:35]3[CH:40]=[CH:39][N:38]=[C:37]([NH2:41])[C:36]=23)=[CH:18][CH:19]=[C:20]2[C:25]=1[N:24]=[C:23]([C:26]1[CH:27]=[CH:28][CH:29]=[CH:30][CH:31]=1)[CH:22]=[CH:21]2. Given the reactants ClC1C=CC=C(C(OO)=[O:9])C=1.C(Cl)Cl.[F:15][C:16]1[C:17]([C:32]2[N:33]=[C:34]([S:42][CH3:43])[N:35]3[CH:40]=[CH:39][N:38]=[C:37]([NH2:41])[C:36]=23)=[CH:18][CH:19]=[C:20]2[C:25]=1[N:24]=[C:23]([C:26]1[CH:31]=[CH:30][CH:29]=[CH:28][CH:27]=1)[CH:22]=[CH:21]2, predict the reaction product. (5) Given the reactants [C@@H:1]1([O:11][CH2:12][CH2:13][NH:14][C:15](=[O:32])[CH2:16][CH2:17][CH2:18][CH2:19][C:20]([NH:22][CH2:23][CH2:24][CH2:25][CH2:26][C@@H:27]([C:29]([OH:31])=[O:30])[NH2:28])=[O:21])[O:9][C@@H:8]([CH3:10])[C@@H:6]([OH:7])[C@@H:4]([OH:5])[C@@H:2]1[OH:3].O=C1CCC(=O)N1[O:40][C:41](=O)[CH2:42][CH2:43][CH2:44][CH2:45][CH2:46][CH2:47][C:48]([O:50][CH2:51][C:52]1[CH:57]=[CH:56][CH:55]=[CH:54][CH:53]=1)=[O:49].CCN(C(C)C)C(C)C, predict the reaction product. The product is: [CH2:51]([O:50][C:48](=[O:49])[CH2:47][CH2:46][CH2:45][CH2:44][CH2:43][CH2:42][C:41]([NH:28][C@H:27]([C:29]([OH:31])=[O:30])[CH2:26][CH2:25][CH2:24][CH2:23][NH:22][C:20](=[O:21])[CH2:19][CH2:18][CH2:17][CH2:16][C:15]([NH:14][CH2:13][CH2:12][O:11][C@@H:1]1[O:9][C@@H:8]([CH3:10])[C@@H:6]([OH:7])[C@@H:4]([OH:5])[C@@H:2]1[OH:3])=[O:32])=[O:40])[C:52]1[CH:57]=[CH:56][CH:55]=[CH:54][CH:53]=1. (6) Given the reactants Cl[C:2]1[S:3][CH:4]=[C:5]([C:7]2[CH:12]=[CH:11][CH:10]=[CH:9][CH:8]=2)[N:6]=1.[NH2:13][CH2:14][CH2:15][C:16]([C:19]1[CH:24]=[CH:23][CH:22]=[CH:21][CH:20]=1)([OH:18])[CH3:17].C1CCN2C(=NCCC2)CC1, predict the reaction product. The product is: [C:19]1([C:16]([OH:18])([CH2:15][CH2:14][NH:13][C:2]2[S:3][CH:4]=[C:5]([C:7]3[CH:12]=[CH:11][CH:10]=[CH:9][CH:8]=3)[N:6]=2)[CH3:17])[CH:24]=[CH:23][CH:22]=[CH:21][CH:20]=1.